Dataset: Peptide-MHC class I binding affinity with 185,985 pairs from IEDB/IMGT. Task: Regression. Given a peptide amino acid sequence and an MHC pseudo amino acid sequence, predict their binding affinity value. This is MHC class I binding data. (1) The peptide sequence is FHFFEHEKR. The MHC is Mamu-B17 with pseudo-sequence Mamu-B17. The binding affinity (normalized) is 0.534. (2) The MHC is HLA-A29:02 with pseudo-sequence HLA-A29:02. The peptide sequence is DSFKEELDKY. The binding affinity (normalized) is 0.447. (3) The peptide sequence is GSYGEYQSY. The MHC is HLA-A02:01 with pseudo-sequence HLA-A02:01. The binding affinity (normalized) is 0.